This data is from Full USPTO retrosynthesis dataset with 1.9M reactions from patents (1976-2016). The task is: Predict the reactants needed to synthesize the given product. (1) Given the product [Cl:1][C:2]1[CH:3]=[CH:4][C:5]2[C:11]3[N:12]([CH:24]4[CH2:29][CH2:28][CH2:27][CH2:26][CH2:25]4)[C:13]4[C:18]([C:10]=3[CH2:9][CH2:8][N:7]([CH2:31][CH2:32][N:33]3[CH2:38][CH2:37][CH2:36][CH2:35][CH2:34]3)[C:6]=2[CH:40]=1)=[CH:17][C:16]([C:19]([O:21][CH2:22][CH3:23])=[O:20])=[CH:15][CH:14]=4, predict the reactants needed to synthesize it. The reactants are: [Cl:1][C:2]1[CH:3]=[CH:4][C:5]2[C:11]3[N:12]([CH:24]4[CH2:29][CH2:28][CH2:27][CH2:26][CH2:25]4)[C:13]4[C:18]([C:10]=3[CH2:9][C:8](=O)[N:7]([CH2:31][C:32](=O)[N:33]3[CH2:38][CH2:37][CH2:36][CH2:35][CH2:34]3)[C:6]=2[CH:40]=1)=[CH:17][C:16]([C:19]([O:21][CH2:22][CH3:23])=[O:20])=[CH:15][CH:14]=4.Cl.[OH-].[Na+].C(=O)([O-])O.[Na+]. (2) Given the product [ClH:29].[NH:19]1[CH2:20][CH2:21][CH:16]([C:12]2[CH:11]=[C:10]([C:7]3[CH:8]=[CH:9][C:4]([C:2]([NH2:1])=[O:3])=[CH:5][CH:6]=3)[CH:15]=[CH:14][CH:13]=2)[CH2:17][CH2:18]1, predict the reactants needed to synthesize it. The reactants are: [NH2:1][C:2]([C:4]1[CH:9]=[CH:8][C:7]([C:10]2[CH:15]=[CH:14][CH:13]=[C:12]([CH:16]3[CH2:21][CH2:20][N:19](C(OC(C)(C)C)=O)[CH2:18][CH2:17]3)[CH:11]=2)=[CH:6][CH:5]=1)=[O:3].[ClH:29]. (3) Given the product [OH:47][CH:46]([C@@H:43]1[C@@:7]2([CH3:48])[CH2:8][C@@H:9]([O:39][CH2:40][O:41][CH3:42])[CH:10]3[C@:11]45[C@@:2]([OH:1])([CH2:21][C@@H:20]([O:22][C@H:23]6[C@@H:28]7[O:29][C:30]([CH3:33])([CH3:32])[O:31][C@@H:27]7[C@@H:26]([O:34][CH2:35][O:36][CH3:37])[C@H:25]([CH3:38])[O:24]6)[CH2:19][C@H:12]4[O:13][C:14]([CH3:18])([CH3:17])[O:15][CH2:16]5)[CH2:3][CH2:4][CH:5]3[C@@:6]2([OH:49])[CH2:45][CH2:44]1)[C:50]#[CH:51], predict the reactants needed to synthesize it. The reactants are: [OH:1][C@@:2]12[CH2:21][C@@H:20]([O:22][C@H:23]3[C@@H:28]4[O:29][C:30]([CH3:33])([CH3:32])[O:31][C@@H:27]4[C@@H:26]([O:34][CH2:35][O:36][CH3:37])[C@H:25]([CH3:38])[O:24]3)[CH2:19][C@H:12]3[O:13][C:14]([CH3:18])([CH3:17])[O:15][CH2:16][C@@:11]13[CH:10]1[CH:5]([C@@:6]3([OH:49])[CH2:45][CH2:44][C@H:43]([CH:46]=[O:47])[C@@:7]3([CH3:48])[CH2:8][C@H:9]1[O:39][CH2:40][O:41][CH3:42])[CH2:4][CH2:3]2.[C:50]([Mg]Br)#[CH:51]. (4) Given the product [F:17][C:16]([F:19])([F:18])[C:8]1[CH:7]=[C:6]([CH:22]([OH:23])[C:21]([NH:25][C:26](=[O:35])[O:27][CH2:28][C:29]2[CH:34]=[CH:33][CH:32]=[CH:31][CH:30]=2)([CH3:24])[CH3:20])[CH:11]=[C:10]([C:12]([F:15])([F:14])[F:13])[CH:9]=1, predict the reactants needed to synthesize it. The reactants are: C([Mg]Br)C.I[C:6]1[CH:11]=[C:10]([C:12]([F:15])([F:14])[F:13])[CH:9]=[C:8]([C:16]([F:19])([F:18])[F:17])[CH:7]=1.[CH3:20][C:21]([NH:25][C:26](=[O:35])[O:27][CH2:28][C:29]1[CH:34]=[CH:33][CH:32]=[CH:31][CH:30]=1)([CH3:24])[CH:22]=[O:23].[NH4+].[Cl-]. (5) Given the product [CH2:1]([O:3][C:4](=[O:12])[CH2:5][C:6]1([CH2:16][N+:13]([O-:15])=[O:14])[CH2:11][CH2:10][CH2:9][CH2:8][CH2:7]1)[CH3:2], predict the reactants needed to synthesize it. The reactants are: [CH2:1]([O:3][C:4](=[O:12])[CH:5]=[C:6]1[CH2:11][CH2:10][CH2:9][CH2:8][CH2:7]1)[CH3:2].[N+:13]([CH3:16])([O-:15])=[O:14].[F-].C([N+](CCCC)(CCCC)CCCC)CCC. (6) Given the product [OH:18][C@@H:19]1[N:47]([C:48]([O:50][CH2:51][C:52]2[CH:53]=[CH:54][C:55]([NH:58][NH:59][CH:60]([CH3:76])[C:61]([NH:63][CH:64]([CH:73]([CH3:75])[CH3:74])[C:65](=[O:72])[C:66]([O:68][CH2:69][CH:70]=[CH2:71])=[O:67])=[O:62])=[CH:56][CH:57]=2)=[O:49])[C:29]2[CH:30]=[C:31]([O:36][Si:37]([CH:41]([CH3:42])[CH3:43])([CH:44]([CH3:45])[CH3:46])[CH:38]([CH3:40])[CH3:39])[C:32]([O:34][CH3:35])=[CH:33][C:28]=2[C:26](=[O:27])[N:21]2[CH:22]=[C:23]([CH3:25])[CH2:24][C@@H:20]12, predict the reactants needed to synthesize it. The reactants are: CS(C)=O.C(Cl)(=O)C(Cl)=O.C(=O)=O.CC(C)=O.[OH:18][CH2:19][C@@H:20]1[CH2:24][C:23]([CH3:25])=[CH:22][N:21]1[C:26]([C:28]1[CH:33]=[C:32]([O:34][CH3:35])[C:31]([O:36][Si:37]([CH:44]([CH3:46])[CH3:45])([CH:41]([CH3:43])[CH3:42])[CH:38]([CH3:40])[CH3:39])=[CH:30][C:29]=1[NH:47][C:48]([O:50][CH2:51][C:52]1[CH:57]=[CH:56][C:55]([NH:58][NH:59][CH:60]([CH3:76])[C:61]([NH:63][CH:64]([CH:73]([CH3:75])[CH3:74])[C:65](=[O:72])[C:66]([O:68][CH2:69][CH:70]=[CH2:71])=[O:67])=[O:62])=[CH:54][CH:53]=1)=[O:49])=[O:27].C(N(CC)CC)C.